Dataset: Retrosynthesis with 50K atom-mapped reactions and 10 reaction types from USPTO. Task: Predict the reactants needed to synthesize the given product. Given the product CC(C)(C)N/N=C(\c1cccc(Br)c1)c1c(O)ccc[n+]1[O-], predict the reactants needed to synthesize it. The reactants are: CC(C)(C)NN.O=C(c1cccc(Br)c1)c1c(O)ccc[n+]1[O-].